From a dataset of Forward reaction prediction with 1.9M reactions from USPTO patents (1976-2016). Predict the product of the given reaction. (1) Given the reactants [CH3:1][O:2][C:3](=[O:11])[C:4]1[CH:9]=[C:8]([OH:10])[CH:7]=[N:6][CH:5]=1.O1CCCC1.O.C(=O)([O-])[O-].[Na+].[Na+].[I:24]I, predict the reaction product. The product is: [OH:10][C:8]1[C:7]([I:24])=[N:6][CH:5]=[C:4]([CH:9]=1)[C:3]([O:2][CH3:1])=[O:11]. (2) Given the reactants [O:1]1[CH2:3][CH:2]1[CH:4]1[CH2:13][CH2:12][C:7]2([O:11][CH2:10][CH2:9][O:8]2)[CH2:6][CH2:5]1.[CH2:14]1[C:22]2[C:17](=[CH:18][CH:19]=[CH:20][CH:21]=2)[CH2:16][NH:15]1.FC(F)(F)S([O-])(=O)=O.[Ca+2].FC(F)(F)S([O-])(=O)=O, predict the reaction product. The product is: [CH2:14]1[C:22]2[C:17](=[CH:18][CH:19]=[CH:20][CH:21]=2)[CH2:16][N:15]1[CH2:3][CH:2]([CH:4]1[CH2:13][CH2:12][C:7]2([O:11][CH2:10][CH2:9][O:8]2)[CH2:6][CH2:5]1)[OH:1]. (3) Given the reactants C([O:3][CH:4](OCC)[C:5]1[CH:10]=[CH:9][C:8]([CH:11]2[NH:23][C:21]3[C:22]4[C:13](=[N:14][NH:15][C:16](=[O:24])[C:17]=4[CH:18]=[CH:19][CH:20]=3)[CH:12]2[C:25]2[N:26]([CH3:30])[CH:27]=[CH:28][N:29]=2)=[CH:7][CH:6]=1)C.Cl.C([O-])([O-])=O.[K+].[K+], predict the reaction product. The product is: [CH3:30][N:26]1[CH:27]=[CH:28][N:29]=[C:25]1[CH:12]1[C:13]2=[N:14][NH:15][C:16](=[O:24])[C:17]3[CH:18]=[CH:19][CH:20]=[C:21]([C:22]=32)[NH:23][CH:11]1[C:8]1[CH:9]=[CH:10][C:5]([CH:4]=[O:3])=[CH:6][CH:7]=1. (4) Given the reactants C(N(CC)CC)C.C(O[C:13]1[C:14](=[O:31])[C:15](=[O:30])[C:16]=1[CH:17]=[C:18]1[C:26]([CH3:28])([CH3:27])[C:25]2[C:20](=[CH:21][CH:22]=[CH:23][CH:24]=2)[N:19]1[CH3:29])CCC.[C:32]1(=[O:42])[C:40]2[C:35](=[CH:36][CH:37]=[CH:38][CH:39]=2)[C:34](=[O:41])[CH2:33]1, predict the reaction product. The product is: [OH:30][C:15]1[C:14](=[O:31])[C:13](=[C:33]2[C:32](=[O:42])[C:40]3[C:35](=[CH:36][CH:37]=[CH:38][CH:39]=3)[C:34]2=[O:41])[C:16]=1[CH:17]=[C:18]1[C:26]([CH3:28])([CH3:27])[C:25]2[C:20](=[CH:21][CH:22]=[CH:23][CH:24]=2)[N:19]1[CH3:29].